From a dataset of Reaction yield outcomes from USPTO patents with 853,638 reactions. Predict the reaction yield, written as a fraction of the theoretical maximum amount of product (1.0 means a 100% yield; for example, 0.34 means a 34% yield). (1) The reactants are Br[C:2]1[CH:7]=[C:6]([F:8])[C:5]([Br:9])=[CH:4][C:3]=1[F:10].C([Li])CCC.CN(C)[C:18](=[O:20])[CH3:19]. The catalyst is C1(C)C=CC=CC=1. The product is [Br:9][C:5]1[C:6]([F:8])=[CH:7][C:2]([C:18](=[O:20])[CH3:19])=[C:3]([F:10])[CH:4]=1. The yield is 0.459. (2) The reactants are C(C1C=CC=CN=1)(=O)C.C(OC)(=O)C([O-])=O.C[O-].[Na+].Cl.[CH3:21][O:22][C:23](=[O:35])[C:24](O)=[CH:25][C:26](=O)[C:27]1[CH:28]=[N:29][CH:30]=[CH:31][CH:32]=1.Cl.[Cl:37][C:38]1[CH:39]=[C:40]([NH:45][NH2:46])[CH:41]=[CH:42][C:43]=1[Cl:44]. The catalyst is CO.CCO. The product is [ClH:37].[CH3:21][O:22][C:23]([C:24]1[CH:25]=[C:26]([C:27]2[CH:28]=[N:29][CH:30]=[CH:31][CH:32]=2)[N:45]([C:40]2[CH:41]=[CH:42][C:43]([Cl:44])=[C:38]([Cl:37])[CH:39]=2)[N:46]=1)=[O:35]. The yield is 0.700. (3) The reactants are [CH3:1][O:2][C:3]1[CH:8]=[C:7]([CH3:9])[N:6]=[C:5]([N+:10]([O-])=O)[C:4]=1[OH:13]. The catalyst is CO.[Pd]. The product is [NH2:10][C:5]1[C:4]([OH:13])=[C:3]([O:2][CH3:1])[CH:8]=[C:7]([CH3:9])[N:6]=1. The yield is 0.0300. (4) The reactants are [NH:1]1[C:9]2[C:4](=[N:5][CH:6]=[CH:7][CH:8]=2)[CH:3]=[CH:2]1.C1N2CN3CN(C2)CN1C3.[C:20](O)(=[O:22])C. The catalyst is O. The product is [NH:1]1[C:9]2[C:4](=[N:5][CH:6]=[CH:7][CH:8]=2)[C:3]([CH:20]=[O:22])=[CH:2]1. The yield is 0.560. (5) The reactants are [C:1]([O:5][C:6](=[O:21])[CH2:7][C@@H:8]([CH2:17][N:18]=[N+:19]=[N-:20])[CH2:9][C@H:10]([CH3:16])[CH2:11][CH2:12][CH2:13][CH2:14][CH3:15])([CH3:4])([CH3:3])[CH3:2].C(OC(=O)C[C@@H](COS(C1C=CC(C)=CC=1)(=O)=O)C[C@@H](C)CCCCC)(C)(C)C. No catalyst specified. The product is [C:1]([O:5][C:6](=[O:21])[CH2:7][C@@H:8]([CH2:17][N:18]=[N+:19]=[N-:20])[CH2:9][C@@H:10]([CH3:16])[CH2:11][CH2:12][CH2:13][CH2:14][CH3:15])([CH3:3])([CH3:4])[CH3:2]. The yield is 0.960. (6) The reactants are Cl[C:2]1[NH:3][C:4](=[O:12])[C:5]2[CH:10]=[CH:9][N:8]([CH3:11])[C:6]=2[N:7]=1.[F:13][C:14]([F:25])([F:24])[C:15]1[N:20]=[CH:19][C:18](B(O)O)=[CH:17][CH:16]=1.ClCCl.C(=O)([O-])[O-].[Na+].[Na+]. The catalyst is C(O)C. The product is [CH3:11][N:8]1[C:6]2[N:7]=[C:2]([C:18]3[CH:19]=[N:20][C:15]([C:14]([F:25])([F:24])[F:13])=[CH:16][CH:17]=3)[NH:3][C:4](=[O:12])[C:5]=2[CH:10]=[CH:9]1. The yield is 0.0681. (7) The yield is 0.670. The product is [N:35]1[CH:36]=[CH:37][C:32]([C:2]2[C:10]3[C:5](=[N:6][CH:7]=[C:8]([C:11]4[CH:12]=[C:13]([CH:16]=[CH:17][CH:18]=4)[CH:14]=[O:15])[CH:9]=3)[NH:4][CH:3]=2)=[CH:33][CH:34]=1. The catalyst is C1COCC1.O.C1C=CC(P(C2C=CC=CC=2)[C-]2C=CC=C2)=CC=1.C1C=CC(P(C2C=CC=CC=2)[C-]2C=CC=C2)=CC=1.Cl[Pd]Cl.[Fe+2]. The reactants are I[C:2]1[C:10]2[C:5](=[N:6][CH:7]=[C:8]([C:11]3[CH:12]=[C:13]([CH:16]=[CH:17][CH:18]=3)[CH:14]=[O:15])[CH:9]=2)[N:4](S(C2C=CC(C)=CC=2)(=O)=O)[CH:3]=1.[Cl-].OB(O)[C:32]1[CH:37]=[CH:36][NH+:35]=[CH:34][CH:33]=1.C(OCC)(=O)C.